Dataset: Reaction yield outcomes from USPTO patents with 853,638 reactions. Task: Predict the reaction yield, written as a fraction of the theoretical maximum amount of product (1.0 means a 100% yield; for example, 0.34 means a 34% yield). The reactants are [CH3:1][O:2][C:3]1[C:4]([N+:13]([O-:15])=[O:14])=[CH:5][C:6]([CH3:12])=[C:7]([CH:11]=1)[C:8]([OH:10])=O.CCN(C(C)C)C(C)C.CN(C(ON1N=NC2C=CC=NC1=2)=[N+](C)C)C.F[P-](F)(F)(F)(F)F.[NH:49]1[CH2:54][CH2:53][O:52][CH2:51][CH2:50]1. The catalyst is C(Cl)Cl.O. The product is [CH3:1][O:2][C:3]1[C:4]([N+:13]([O-:15])=[O:14])=[CH:5][C:6]([CH3:12])=[C:7]([C:8]([N:49]2[CH2:54][CH2:53][O:52][CH2:51][CH2:50]2)=[O:10])[CH:11]=1. The yield is 0.940.